Dataset: Forward reaction prediction with 1.9M reactions from USPTO patents (1976-2016). Task: Predict the product of the given reaction. (1) Given the reactants [NH2:1][C:2]1[CH:27]=[CH:26][C:5]([O:6][C:7]2[CH:12]=[CH:11][N:10]=[C:9]([NH:13][C:14]([N:16]3[CH2:21][CH2:20][CH:19]([CH2:22][N:23]([CH3:25])[CH3:24])[CH2:18][CH2:17]3)=[O:15])[CH:8]=2)=[CH:4][CH:3]=1.C12(CS(O)(=O)=O)C(C)(C)C(CC1)CC2=O.[C:43]1([CH2:49][C:50]([N:52]=[C:53]=[S:54])=[O:51])[CH:48]=[CH:47][CH:46]=[CH:45][CH:44]=1, predict the reaction product. The product is: [CH3:25][N:23]([CH2:22][CH:19]1[CH2:20][CH2:21][N:16]([C:14]([NH:13][C:9]2[CH:8]=[C:7]([O:6][C:5]3[CH:26]=[CH:27][C:2]([NH:1][C:53]([NH:52][C:50](=[O:51])[CH2:49][C:43]4[CH:44]=[CH:45][CH:46]=[CH:47][CH:48]=4)=[S:54])=[CH:3][CH:4]=3)[CH:12]=[CH:11][N:10]=2)=[O:15])[CH2:17][CH2:18]1)[CH3:24]. (2) Given the reactants [CH2:1]([O:3][CH2:4][C:5]1[N:6]([CH2:19][CH2:20][O:21][CH2:22][C:23]#[C:24][C:25]2[CH:26]=[N:27][CH:28]=[N:29][CH:30]=2)[C:7]2[C:12]([CH3:13])=[C:11]([CH3:14])[N:10]3N=N[N:17]=[C:9]3[C:8]=2[N:18]=1)[CH3:2].C(OC1N(CCOCC2C=CN=CC=2)C2C(C)=C(C)N3N=NN=C3C=2N=1)C, predict the reaction product. The product is: [CH2:1]([O:3][CH2:4][C:5]1[N:6]([CH2:19][CH2:20][O:21][CH2:22][C:23]#[C:24][C:25]2[CH:30]=[N:29][CH:28]=[N:27][CH:26]=2)[C:7]2[C:12]([CH3:13])=[C:11]([CH3:14])[N:10]=[C:9]([NH2:17])[C:8]=2[N:18]=1)[CH3:2]. (3) Given the reactants [CH:1]1[C:9]2[C:8]3[CH2:10][CH2:11][CH2:12][CH2:13][CH2:14][C:7]=3[O:6][C:5]=2[CH:4]=[CH:3][C:2]=1[NH2:15].[C:16](Cl)(=[O:21])[CH2:17][CH2:18][CH2:19][CH3:20].N1C=CC=CC=1, predict the reaction product. The product is: [CH:1]1[C:9]2[C:8]3[CH2:10][CH2:11][CH2:12][CH2:13][CH2:14][C:7]=3[O:6][C:5]=2[CH:4]=[CH:3][C:2]=1[NH:15][C:16](=[O:21])[CH2:17][CH2:18][CH2:19][CH3:20]. (4) Given the reactants [CH3:1][C:2]1([CH3:45])[O:7][CH2:6][C:5]([NH:37][C:38](=[O:44])[O:39][C:40]([CH3:43])([CH3:42])[CH3:41])([CH2:8][CH2:9][C:10]2[CH:11]=[CH:12][C:13]3[CH2:14][C:15]4[C:20]([S:21][C:22]=3[CH:23]=2)=[CH:19][CH:18]=[C:17]([Sn](CCCC)(CCCC)CCCC)[CH:16]=4)[CH2:4][O:3]1.[F:46][C:47]([F:58])([F:57])[C:48]1[CH:56]=[CH:55][C:51]([C:52](Cl)=[O:53])=[CH:50][CH:49]=1, predict the reaction product. The product is: [CH3:45][C:2]1([CH3:1])[O:7][CH2:6][C:5]([NH:37][C:38](=[O:44])[O:39][C:40]([CH3:41])([CH3:43])[CH3:42])([CH2:8][CH2:9][C:10]2[CH:11]=[CH:12][C:13]3[CH2:14][C:15]4[C:20]([S:21][C:22]=3[CH:23]=2)=[CH:19][CH:18]=[C:17]([C:52](=[O:53])[C:51]2[CH:55]=[CH:56][C:48]([C:47]([F:46])([F:57])[F:58])=[CH:49][CH:50]=2)[CH:16]=4)[CH2:4][O:3]1. (5) Given the reactants [P:1]([O:5][P:6]([OH:9])([OH:8])=[O:7])([OH:4])([OH:3])=[O:2].[N:10]1[C:17]([NH2:18])=[N:16][C:14]([NH2:15])=[N:13][C:11]=1[NH2:12], predict the reaction product. The product is: [OH:3][P:1]([O:5][P:6]([OH:9])([OH:8])=[O:7])(=[O:2])[OH:4].[N:10]1[C:17]([NH2:18])=[N:16][C:14]([NH2:15])=[N:13][C:11]=1[NH2:12]. (6) Given the reactants [NH2:1][C@H:2]1[CH2:7][CH2:6][C@H:5]([NH:8][C:9]2[CH:14]=[C:13]([C:15]3[CH:20]=[CH:19][CH:18]=[C:17]([NH:21][CH2:22][C:23]4([C:29]#[N:30])[CH2:28][CH2:27][O:26][CH2:25][CH2:24]4)[N:16]=3)[C:12]([Cl:31])=[CH:11][N:10]=2)[CH2:4][CH2:3]1.[Si:32]([O:39][CH2:40][CH:41]=O)([C:35]([CH3:38])([CH3:37])[CH3:36])([CH3:34])[CH3:33].C(O[BH-](OC(=O)C)OC(=O)C)(=O)C.[Na+], predict the reaction product. The product is: [Si:32]([O:39][CH2:40][CH2:41][NH:1][C@H:2]1[CH2:7][CH2:6][C@H:5]([NH:8][C:9]2[CH:14]=[C:13]([C:15]3[CH:20]=[CH:19][CH:18]=[C:17]([NH:21][CH2:22][C:23]4([C:29]#[N:30])[CH2:28][CH2:27][O:26][CH2:25][CH2:24]4)[N:16]=3)[C:12]([Cl:31])=[CH:11][N:10]=2)[CH2:4][CH2:3]1)([C:35]([CH3:38])([CH3:37])[CH3:36])([CH3:34])[CH3:33].